Binary Classification. Given a T-cell receptor sequence (or CDR3 region) and an epitope sequence, predict whether binding occurs between them. From a dataset of TCR-epitope binding with 47,182 pairs between 192 epitopes and 23,139 TCRs. (1) The epitope is AVFDRKSDAK. The TCR CDR3 sequence is CASSDTGQGLYGYTF. Result: 1 (the TCR binds to the epitope). (2) The epitope is QYDPVAALF. The TCR CDR3 sequence is CASSLESGHYEQYF. Result: 0 (the TCR does not bind to the epitope). (3) The epitope is KPLEFGATSAAL. The TCR CDR3 sequence is CASSSPGLAETQYF. Result: 1 (the TCR binds to the epitope). (4) The epitope is TLDSKTQSL. The TCR CDR3 sequence is CASSWDPWDRAQGGEEQYF. Result: 1 (the TCR binds to the epitope).